This data is from Aqueous solubility values for 9,982 compounds from the AqSolDB database. The task is: Regression/Classification. Given a drug SMILES string, predict its absorption, distribution, metabolism, or excretion properties. Task type varies by dataset: regression for continuous measurements (e.g., permeability, clearance, half-life) or binary classification for categorical outcomes (e.g., BBB penetration, CYP inhibition). For this dataset (solubility_aqsoldb), we predict Y. (1) The compound is CC(C)(C)c1ccc2oc(-c3ccc(-c4nc5cc(C(C)(C)C)ccc5o4)s3)nc2c1. The Y is -5.63 log mol/L. (2) The drug is CC(=O)OCn1cnc2c1c(=O)n(C)c(=O)n2C. The Y is -1.83 log mol/L. (3) The Y is -3.67 log mol/L. The molecule is CCCCC(CC)C(=O)OOC(C)(C)C. (4) The compound is CCC1=C(C2(CC)C(=O)NC(=O)NC2=O)CCCC1. The Y is -3.53 log mol/L. (5) The Y is 0.332 log mol/L. The drug is NC(N)=NCCCCCCCCNCCCCCCCCN=C(N)N. (6) The drug is Nc1ccc(S(=O)(=O)O)c2ncccc12. The Y is -2.71 log mol/L. (7) The compound is OCC(O)C(O)CO. The Y is 0.699 log mol/L. (8) The molecule is CN(C)C(=N)N. The Y is -1.73 log mol/L.